Dataset: Reaction yield outcomes from USPTO patents with 853,638 reactions. Task: Predict the reaction yield, written as a fraction of the theoretical maximum amount of product (1.0 means a 100% yield; for example, 0.34 means a 34% yield). (1) The reactants are [N:1]([C@H:4]1[C@@H:9]([CH3:10])[CH2:8][N:7]([C:11]2[CH:16]=[CH:15][N:14]=[CH:13][C:12]=2[N:17]([C:25]([O:27][C:28]([CH3:31])([CH3:30])[CH3:29])=[O:26])[C:18]([O:20][C:21]([CH3:24])([CH3:23])[CH3:22])=[O:19])[CH2:6][C@H:5]1[NH:32][C:33]([O:35][C:36]([CH3:39])([CH3:38])[CH3:37])=[O:34])=[N+:2]=[N-:3].[CH:40](OC(=O)C)=[CH2:41]. No catalyst specified. The product is [C:36]([O:35][C:33]([NH:32][C@H:5]1[C@@H:4]([N:1]2[CH:41]=[CH:40][N:3]=[N:2]2)[C@@H:9]([CH3:10])[CH2:8][N:7]([C:11]2[CH:16]=[CH:15][N:14]=[CH:13][C:12]=2[N:17]([C:25]([O:27][C:28]([CH3:29])([CH3:31])[CH3:30])=[O:26])[C:18]([O:20][C:21]([CH3:24])([CH3:23])[CH3:22])=[O:19])[CH2:6]1)=[O:34])([CH3:38])([CH3:37])[CH3:39]. The yield is 0.210. (2) The reactants are [Cl:1][C:2]1[CH:3]=[C:4]([CH:21]=[CH:22][C:23]=1[N+:24]([O-])=O)[O:5][C:6]1[CH:7]=[CH:8][C:9]2[N:10]([CH:12]=[C:13]([NH:15][C:16]([CH:18]3[CH2:20][CH2:19]3)=[O:17])[N:14]=2)[CH:11]=1.[Cl-].[NH4+].C(O)C.O1CCCC1. The catalyst is O. The product is [NH2:24][C:23]1[CH:22]=[CH:21][C:4]([O:5][C:6]2[CH:7]=[CH:8][C:9]3[N:10]([CH:12]=[C:13]([NH:15][C:16]([CH:18]4[CH2:20][CH2:19]4)=[O:17])[N:14]=3)[CH:11]=2)=[CH:3][C:2]=1[Cl:1]. The yield is 0.600. (3) The reactants are [Cl:1][C:2]1[CH:10]=[CH:9][C:8]2[NH:7][C:6]3[CH2:11][CH2:12][N:13]([CH3:15])[CH2:14][C:5]=3[C:4]=2[CH:3]=1.[OH-].[K+].[CH:18]([C:21]1[CH:26]=[CH:25][C:24]([CH:27]=[CH2:28])=[CH:23][N:22]=1)([CH3:20])[CH3:19]. The catalyst is CN1CCCC1=O.O. The product is [Cl:1][C:2]1[CH:10]=[CH:9][C:8]2[N:7]([CH2:28][CH2:27][C:24]3[CH:23]=[N:22][C:21]([CH:18]([CH3:19])[CH3:20])=[CH:26][CH:25]=3)[C:6]3[CH2:11][CH2:12][N:13]([CH3:15])[CH2:14][C:5]=3[C:4]=2[CH:3]=1. The yield is 0.150. (4) The reactants are CO[C:3]([C:5]1[S:6][C:7]([C:10]2[CH:11]=[N:12][C:13]([Cl:20])=[CH:14][C:15]=2[NH:16][CH:17]([CH3:19])[CH3:18])=[N:8][N:9]=1)=[O:4].[NH:21]1[CH2:25][CH2:24][C@@H:23]([OH:26])[CH2:22]1. The catalyst is CO. The product is [Cl:20][C:13]1[N:12]=[CH:11][C:10]([C:7]2[S:6][C:5]([C:3]([N:21]3[CH2:25][CH2:24][C@@H:23]([OH:26])[CH2:22]3)=[O:4])=[N:9][N:8]=2)=[C:15]([NH:16][CH:17]([CH3:18])[CH3:19])[CH:14]=1. The yield is 0.410.